This data is from Reaction yield outcomes from USPTO patents with 853,638 reactions. The task is: Predict the reaction yield, written as a fraction of the theoretical maximum amount of product (1.0 means a 100% yield; for example, 0.34 means a 34% yield). The reactants are [CH2:1]([NH:8][C:9]1[CH:14]=[C:13]([C:15]2[CH:20]=[CH:19][CH:18]=[CH:17][C:16]=2[CH3:21])[C:12]([NH:22][CH3:23])=[CH:11][N:10]=1)[C:2]1[CH:7]=[CH:6][CH:5]=[CH:4][CH:3]=1.Cl[C:25]([O:27][CH2:28][C:29]1[CH:34]=[CH:33][CH:32]=[CH:31][CH:30]=1)=[O:26]. The catalyst is ClCCl.C(N(C(C)C)C(C)C)C. The product is [CH2:28]([O:27][C:25](=[O:26])[N:8]([CH2:1][C:2]1[CH:3]=[CH:4][CH:5]=[CH:6][CH:7]=1)[C:9]1[CH:14]=[C:13]([C:15]2[CH:20]=[CH:19][CH:18]=[CH:17][C:16]=2[CH3:21])[C:12]([NH:22][CH3:23])=[CH:11][N:10]=1)[C:29]1[CH:34]=[CH:33][CH:32]=[CH:31][CH:30]=1. The yield is 0.800.